Dataset: Forward reaction prediction with 1.9M reactions from USPTO patents (1976-2016). Task: Predict the product of the given reaction. (1) Given the reactants [CH3:1][C:2]1[CH:6]=[C:5]([N:7]2[C:11](=[O:12])[NH:10][N:9]=[CH:8]2)[S:4][C:3]=1[C:13]([O:15][CH2:16][CH3:17])=[O:14].C(=O)([O-])[O-].[K+].[K+].[F:24][C:25]1[CH:32]=[CH:31][C:28]([CH2:29]Br)=[CH:27][CH:26]=1, predict the reaction product. The product is: [F:24][C:25]1[CH:32]=[CH:31][C:28]([CH2:29][N:10]2[C:11](=[O:12])[N:7]([C:5]3[S:4][C:3]([C:13]([O:15][CH2:16][CH3:17])=[O:14])=[C:2]([CH3:1])[CH:6]=3)[CH:8]=[N:9]2)=[CH:27][CH:26]=1. (2) Given the reactants [NH2:1][CH:2]([C:6]([NH2:8])=[O:7])[C:3]([NH2:5])=[O:4].[C:9](OCC)(=O)[CH:10]=[O:11].[OH-].[Na+].Cl, predict the reaction product. The product is: [OH:4][C:3]1[C:2]([C:6]([NH2:8])=[O:7])=[N:1][CH:9]=[C:10]([OH:11])[N:5]=1. (3) Given the reactants Cl[C:2]1[CH:3]=[CH:4][CH:5]=[C:6]2[C:10]=1[NH:9][C:8]([B:11]1[O:15][C:14]([CH3:17])([CH3:16])[C:13]([CH3:19])([CH3:18])[O:12]1)=[CH:7]2.[CH3:20]C1C2C(=CC=CC=2)NC=1, predict the reaction product. The product is: [CH3:20][C:7]1[C:6]2[C:10](=[CH:2][CH:3]=[CH:4][CH:5]=2)[NH:9][C:8]=1[B:11]1[O:15][C:14]([CH3:17])([CH3:16])[C:13]([CH3:19])([CH3:18])[O:12]1.